This data is from Full USPTO retrosynthesis dataset with 1.9M reactions from patents (1976-2016). The task is: Predict the reactants needed to synthesize the given product. (1) Given the product [CH3:22][S:23]([OH:26])(=[O:25])=[O:24].[CH2:1]([O:3][C:4]([CH:6]1[CH2:13][CH:12]2[N:14]([CH2:15][C:16]([O:18][CH2:19][CH3:20])=[O:17])[CH:8]([CH2:9][CH:10]([O:21][CH:28]3[CH2:29][CH2:30][CH2:31][CH2:32][O:27]3)[CH2:11]2)[CH2:7]1)=[O:5])[CH3:2], predict the reactants needed to synthesize it. The reactants are: [CH2:1]([O:3][C:4]([CH:6]1[CH2:13][CH:12]2[N:14]([CH2:15][C:16]([O:18][CH2:19][CH3:20])=[O:17])[CH:8]([CH2:9][CH:10]([OH:21])[CH2:11]2)[CH2:7]1)=[O:5])[CH3:2].[CH3:22][S:23]([OH:26])(=[O:25])=[O:24].[O:27]1[CH:32]=[CH:31][CH2:30][CH2:29][CH2:28]1.COC(C)(C)C. (2) Given the product [Br:34][C@H:9]([C@H:8]([C:5]1[CH:4]=[CH:3][C:2]([Br:1])=[CH:7][CH:6]=1)[CH3:24])[C:10]([N:12]1[C@H:16]([C:17]2[CH:18]=[CH:19][CH:20]=[CH:21][CH:22]=2)[CH2:15][O:14][C:13]1=[O:23])=[O:11], predict the reactants needed to synthesize it. The reactants are: [Br:1][C:2]1[CH:7]=[CH:6][C:5]([C@H:8]([CH3:24])[CH2:9][C:10]([N:12]2[C@H:16]([C:17]3[CH:22]=[CH:21][CH:20]=[CH:19][CH:18]=3)[CH2:15][O:14][C:13]2=[O:23])=[O:11])=[CH:4][CH:3]=1.C(N(CC)C(C)C)(C)C.[Br:34]N1C(=O)CCC1=O. (3) Given the product [N:32]1([CH2:31][CH2:30][CH2:29][O:28][C:25]2[CH:24]=[CH:23][C:22]([C:9]3[CH2:14][CH2:13][NH:12][CH2:11][CH:10]=3)=[CH:27][CH:26]=2)[CH2:37][CH2:36][CH2:35][CH2:34][CH2:33]1, predict the reactants needed to synthesize it. The reactants are: FC(F)(F)C(O)=O.O[C:9]1([C:22]2[CH:27]=[CH:26][C:25]([O:28][CH2:29][CH2:30][CH2:31][N:32]3[CH2:37][CH2:36][CH2:35][CH2:34][CH2:33]3)=[CH:24][CH:23]=2)[CH2:14][CH2:13][N:12](C(OC(C)(C)C)=O)[CH2:11][CH2:10]1. (4) Given the product [CH:1]([C:4]([CH2:7][O:8][S:17]([CH2:15][CH3:16])(=[O:19])=[O:18])([F:6])[F:5])([F:3])[F:2], predict the reactants needed to synthesize it. The reactants are: [CH:1]([C:4]([CH2:7][OH:8])([F:6])[F:5])([F:3])[F:2].N1C=CC=CC=1.[CH2:15]([S:17](Cl)(=[O:19])=[O:18])[CH3:16].Cl.N1C=CC=CC=1. (5) Given the product [Cl:34][C:32]1[CH:31]=[CH:30][C:29]([O:35][CH3:36])=[C:28]([C:25]2[CH:26]=[CH:27][C:22](/[C:20](/[CH3:21])=[CH:19]/[CH2:18][O:17][C:14]3[CH:15]=[CH:16][C:11]([CH2:10][C@H:4]([O:3][CH2:1][CH3:2])[C:5]([OH:7])=[O:6])=[CH:12][CH:13]=3)=[CH:23][CH:24]=2)[CH:33]=1, predict the reactants needed to synthesize it. The reactants are: [CH2:1]([O:3][C@@H:4]([CH2:10][C:11]1[CH:16]=[CH:15][C:14]([O:17][CH2:18]/[CH:19]=[C:20](/[C:22]2[CH:27]=[CH:26][C:25]([C:28]3[CH:33]=[C:32]([Cl:34])[CH:31]=[CH:30][C:29]=3[O:35][CH3:36])=[CH:24][CH:23]=2)\[CH3:21])=[CH:13][CH:12]=1)[C:5]([O:7]CC)=[O:6])[CH3:2].[OH-].[Na+]. (6) Given the product [CH3:14][CH:11]1[CH2:12][CH2:13][N:8]([C:6]2[CH:7]=[C:2]([N:24]3[CH2:25][CH2:26][N:21]([CH2:20][CH2:19][OH:18])[CH2:22][CH2:23]3)[CH:3]=[CH:4][C:5]=2[N+:15]([O-:17])=[O:16])[CH2:9][CH2:10]1, predict the reactants needed to synthesize it. The reactants are: Cl[C:2]1[CH:3]=[CH:4][C:5]([N+:15]([O-:17])=[O:16])=[C:6]([N:8]2[CH2:13][CH2:12][CH:11]([CH3:14])[CH2:10][CH2:9]2)[CH:7]=1.[OH:18][CH2:19][CH2:20][N:21]1[CH2:26][CH2:25][NH:24][CH2:23][CH2:22]1. (7) Given the product [CH3:1][C:2]1[CH:7]=[CH:6][C:5]([N+:8]([O-:10])=[O:9])=[CH:4][C:3]=1[N:11]1[C:15](=[O:16])[N:14]([CH3:17])[N:13]=[N:12]1, predict the reactants needed to synthesize it. The reactants are: [CH3:1][C:2]1[CH:7]=[CH:6][C:5]([N+:8]([O-:10])=[O:9])=[CH:4][C:3]=1[N:11]1[C:15](=[O:16])[NH:14][N:13]=[N:12]1.[CH3:17]N(C=O)C.C([O-])([O-])=O.[K+].[K+].IC.